Predict which catalyst facilitates the given reaction. From a dataset of Catalyst prediction with 721,799 reactions and 888 catalyst types from USPTO. Reactant: [CH3:1][C:2]1[N:3]=[C:4]([N:7]2[CH2:11][CH2:10][N:9]([CH2:12][C:13]3[CH:18]=[CH:17][C:16]([C:19]([F:22])([F:21])[F:20])=[CH:15][CH:14]=3)[C:8]2=[O:23])[S:5][CH:6]=1.[Br:24]N1C(=O)CCC1=O. Product: [Br:24][C:6]1[S:5][C:4]([N:7]2[CH2:11][CH2:10][N:9]([CH2:12][C:13]3[CH:14]=[CH:15][C:16]([C:19]([F:22])([F:21])[F:20])=[CH:17][CH:18]=3)[C:8]2=[O:23])=[N:3][C:2]=1[CH3:1]. The catalyst class is: 10.